From a dataset of Catalyst prediction with 721,799 reactions and 888 catalyst types from USPTO. Predict which catalyst facilitates the given reaction. Reactant: [OH:1][C:2]1[CH:3]=[C:4]2[C:9](=[CH:10][CH:11]=1)[CH:8]=[C:7](B(O)O)[CH:6]=[CH:5]2.Br[C:16]1[CH:25]=[CH:24][C:19]([C:20]([O:22][CH3:23])=[O:21])=[CH:18][N:17]=1.C(=O)([O-])[O-].[Na+].[Na+]. Product: [OH:1][C:2]1[CH:3]=[C:4]2[C:9](=[CH:10][CH:11]=1)[CH:8]=[C:7]([C:16]1[CH:25]=[CH:24][C:19]([C:20]([O:22][CH3:23])=[O:21])=[CH:18][N:17]=1)[CH:6]=[CH:5]2. The catalyst class is: 622.